Dataset: Full USPTO retrosynthesis dataset with 1.9M reactions from patents (1976-2016). Task: Predict the reactants needed to synthesize the given product. Given the product [Cl:25][C:17]1[CH:18]=[C:19]([CH:23]=[CH:24][C:16]=1[NH:15][C:2]1[CH:3]=[N:4][CH:5]=[C:6]([C:8]2[CH:13]=[CH:12][C:11]([OH:14])=[CH:10][CH:9]=2)[N:7]=1)[C:20]([OH:22])=[O:21], predict the reactants needed to synthesize it. The reactants are: Cl[C:2]1[N:7]=[C:6]([C:8]2[CH:13]=[CH:12][C:11]([OH:14])=[CH:10][CH:9]=2)[CH:5]=[N:4][CH:3]=1.[NH2:15][C:16]1[CH:24]=[CH:23][C:19]([C:20]([OH:22])=[O:21])=[CH:18][C:17]=1[Cl:25].CC1(C)C2C(=C(P(C3C=CC=CC=3)C3C=CC=CC=3)C=CC=2)OC2C(P(C3C=CC=CC=3)C3C=CC=CC=3)=CC=CC1=2.